Task: Regression. Given a peptide amino acid sequence and an MHC pseudo amino acid sequence, predict their binding affinity value. This is MHC class I binding data.. Dataset: Peptide-MHC class I binding affinity with 185,985 pairs from IEDB/IMGT (1) The peptide sequence is MRMLWMANY. The MHC is HLA-B08:01 with pseudo-sequence HLA-B08:01. The binding affinity (normalized) is 0.213. (2) The peptide sequence is FSRSILWDYFS. The binding affinity (normalized) is 0.495. The MHC is Mamu-A01 with pseudo-sequence Mamu-A01. (3) The peptide sequence is IFLARSALI. The MHC is HLA-A02:01 with pseudo-sequence HLA-A02:01. The binding affinity (normalized) is 0.220. (4) The peptide sequence is DGFGVHLAF. The MHC is HLA-B15:17 with pseudo-sequence HLA-B15:17. The binding affinity (normalized) is 0.0847. (5) The peptide sequence is NQFGSVPAL. The MHC is HLA-A03:01 with pseudo-sequence HLA-A03:01. The binding affinity (normalized) is 0.0847. (6) The binding affinity (normalized) is 0.332. The MHC is HLA-A01:01 with pseudo-sequence HLA-A01:01. The peptide sequence is DTACLAKSY.